This data is from NCI-60 drug combinations with 297,098 pairs across 59 cell lines. The task is: Regression. Given two drug SMILES strings and cell line genomic features, predict the synergy score measuring deviation from expected non-interaction effect. (1) Drug 1: CC1CCC2CC(C(=CC=CC=CC(CC(C(=O)C(C(C(=CC(C(=O)CC(OC(=O)C3CCCCN3C(=O)C(=O)C1(O2)O)C(C)CC4CCC(C(C4)OC)O)C)C)O)OC)C)C)C)OC. Drug 2: COCCOC1=C(C=C2C(=C1)C(=NC=N2)NC3=CC=CC(=C3)C#C)OCCOC.Cl. Cell line: HCT-15. Synergy scores: CSS=-1.48, Synergy_ZIP=8.42, Synergy_Bliss=13.4, Synergy_Loewe=-0.310, Synergy_HSA=3.21. (2) Drug 1: C1=CC(=CC=C1C#N)C(C2=CC=C(C=C2)C#N)N3C=NC=N3. Drug 2: C1C(C(OC1N2C=NC3=C2NC=NCC3O)CO)O. Cell line: M14. Synergy scores: CSS=4.83, Synergy_ZIP=-2.71, Synergy_Bliss=-5.75, Synergy_Loewe=0.347, Synergy_HSA=-2.89. (3) Drug 1: C1=NC2=C(N1)C(=S)N=C(N2)N. Drug 2: C1=NC2=C(N=C(N=C2N1C3C(C(C(O3)CO)O)F)Cl)N. Cell line: SF-295. Synergy scores: CSS=35.2, Synergy_ZIP=0.766, Synergy_Bliss=0.876, Synergy_Loewe=-2.03, Synergy_HSA=2.17. (4) Cell line: SNB-75. Drug 1: CC1=CC2C(CCC3(C2CCC3(C(=O)C)OC(=O)C)C)C4(C1=CC(=O)CC4)C. Synergy scores: CSS=-5.26, Synergy_ZIP=2.02, Synergy_Bliss=-4.23, Synergy_Loewe=-10.2, Synergy_HSA=-9.56. Drug 2: C1=NC2=C(N=C(N=C2N1C3C(C(C(O3)CO)O)F)Cl)N. (5) Drug 1: C1=CC(=CC=C1CCC2=CNC3=C2C(=O)NC(=N3)N)C(=O)NC(CCC(=O)O)C(=O)O. Drug 2: C1CN(P(=O)(OC1)NCCCl)CCCl. Cell line: 786-0. Synergy scores: CSS=20.6, Synergy_ZIP=-2.46, Synergy_Bliss=0.761, Synergy_Loewe=-16.4, Synergy_HSA=0.392. (6) Drug 1: CC1CC2C3CCC4=CC(=O)C=CC4(C3(C(CC2(C1(C(=O)CO)O)C)O)F)C. Drug 2: COCCOC1=C(C=C2C(=C1)C(=NC=N2)NC3=CC=CC(=C3)C#C)OCCOC. Cell line: SW-620. Synergy scores: CSS=9.43, Synergy_ZIP=0.628, Synergy_Bliss=1.74, Synergy_Loewe=-10.7, Synergy_HSA=-1.03.